Dataset: Forward reaction prediction with 1.9M reactions from USPTO patents (1976-2016). Task: Predict the product of the given reaction. Given the reactants [C:1]([O:5][C:6](=[O:18])[NH:7][CH:8]([C:11]1[CH:16]=[CH:15][C:14]([OH:17])=[CH:13][CH:12]=1)[CH2:9][CH3:10])([CH3:4])([CH3:3])[CH3:2].[CH:19]1([CH2:22]O)[CH2:21][CH2:20]1.C(P(CCCC)CCCC)CCC.N(C(N1CCCCC1)=O)=NC(N1CCCCC1)=O, predict the reaction product. The product is: [C:1]([O:5][C:6](=[O:18])[NH:7][CH:8]([C:11]1[CH:16]=[CH:15][C:14]([O:17][CH2:22][CH:19]2[CH2:21][CH2:20]2)=[CH:13][CH:12]=1)[CH2:9][CH3:10])([CH3:2])([CH3:3])[CH3:4].